From a dataset of Reaction yield outcomes from USPTO patents with 853,638 reactions. Predict the reaction yield, written as a fraction of the theoretical maximum amount of product (1.0 means a 100% yield; for example, 0.34 means a 34% yield). (1) The reactants are [O:1]=[C:2]1[NH:7][C:6]2[CH:8]=[C:9]([CH2:12][N:13]3[CH2:18][CH2:17][N:16]([C:19]4[CH:27]=[CH:26][C:22]([C:23](O)=[O:24])=[CH:21][CH:20]=4)[CH2:15][CH2:14]3)[CH:10]=[N:11][C:5]=2[N:4]2[CH2:28][CH2:29][CH2:30][C@@H:3]12.[CH3:31][CH2:32][N:33](C(C)C)C(C)C.C(N)C.CN(C(ON1N=NC2C=CC=NC1=2)=[N+](C)C)C.F[P-](F)(F)(F)(F)F. The catalyst is CN(C=O)C. The product is [CH2:32]([NH:33][C:23](=[O:24])[C:22]1[CH:26]=[CH:27][C:19]([N:16]2[CH2:15][CH2:14][N:13]([CH2:12][C:9]3[CH:10]=[N:11][C:5]4[N:4]5[CH2:28][CH2:29][CH2:30][C@H:3]5[C:2](=[O:1])[NH:7][C:6]=4[CH:8]=3)[CH2:18][CH2:17]2)=[CH:20][CH:21]=1)[CH3:31]. The yield is 0.300. (2) The reactants are [CH2:1]1[CH2:5][O:4][CH2:3][CH2:2]1.[H-].[H-].[H-].[H-].[Li+].[Al+3].CC(O)=O.[CH2:16]([C:24]1[CH:25]=[C:26]2[C:31](=[CH:32][CH:33]=1)[CH:30]=CC=C2)[CH2:17][CH2:18][CH2:19][CH2:20][CH2:21][CH2:22][CH3:23]. The catalyst is O. The product is [OH:4][CH2:3][C:2]1[CH:1]=[CH:5][C:26]2[C:31](=[CH:32][CH:33]=[C:24]([CH2:16][CH2:17][CH2:18][CH2:19][CH2:20][CH2:21][CH2:22][CH3:23])[CH:25]=2)[CH:30]=1. The yield is 1.00. (3) The reactants are [Cl:1][C:2]1[N:3]=[N:4][C:5](Cl)=[CH:6][CH:7]=1.[C:9]([O:13][C:14]([N:16]1[CH:20]=[C:19](B2OC(C)(C)C(C)(C)O2)[CH:18]=[N:17]1)=[O:15])([CH3:12])([CH3:11])[CH3:10].C(=O)([O-])[O-].[K+].[K+]. The catalyst is O1CCOCC1. The product is [C:9]([O:13][C:14]([N:16]1[CH:20]=[C:19]([C:5]2[N:4]=[N:3][C:2]([Cl:1])=[CH:7][CH:6]=2)[CH:18]=[N:17]1)=[O:15])([CH3:12])([CH3:10])[CH3:11]. The yield is 0.460. (4) The reactants are [F:1][C:2]1[CH:3]=[C:4]([CH2:9][C:10]([OH:12])=[O:11])[CH:5]=[CH:6][C:7]=1[F:8].S(=O)(=O)(O)O.[CH3:18]O. No catalyst specified. The product is [CH3:18][O:11][C:10](=[O:12])[CH2:9][C:4]1[CH:5]=[CH:6][C:7]([F:8])=[C:2]([F:1])[CH:3]=1. The yield is 0.990. (5) The reactants are Cl[CH2:2][CH2:3][C:4]([NH2:6])=[O:5].[CH3:7][NH:8][CH2:9][CH2:10][C:11]1[CH:16]=[CH:15][C:14]([O:17][CH3:18])=[C:13]([O:19][CH3:20])[CH:12]=1.C(N(CC)CC)C. The catalyst is C(#N)C. The product is [CH3:20][O:19][C:13]1[CH:12]=[C:11]([CH2:10][CH2:9][N:8]([CH3:7])[CH2:2][CH2:3][C:4]([NH2:6])=[O:5])[CH:16]=[CH:15][C:14]=1[O:17][CH3:18]. The yield is 0.641. (6) The reactants are Br[C:2]1[CH:18]=[CH:17][C:5]([C:6]([NH:8][C:9]2[CH:14]=[CH:13][N:12]=[C:11]([O:15][CH3:16])[CH:10]=2)=[O:7])=[C:4]([F:19])[CH:3]=1.[F:20][C:21]([F:27])([F:26])[C:22]([F:25])([F:24])I. The catalyst is CS(C)=O.O.[Cu]. The product is [F:19][C:4]1[CH:3]=[C:2]([C:22]([F:25])([F:24])[C:21]([F:27])([F:26])[F:20])[CH:18]=[CH:17][C:5]=1[C:6]([NH:8][C:9]1[CH:14]=[CH:13][N:12]=[C:11]([O:15][CH3:16])[CH:10]=1)=[O:7]. The yield is 0.220.